This data is from Full USPTO retrosynthesis dataset with 1.9M reactions from patents (1976-2016). The task is: Predict the reactants needed to synthesize the given product. (1) Given the product [NH2:43][C:41]([C:36]1[CH:37]=[N:38][C:39]2[C:34]([C:35]=1[NH:1][C:2]1[CH:3]=[C:4]([CH:8]=[C:9]([C:11]3[CH:16]=[CH:15][N:14]=[C:13]([O:17][CH3:18])[C:12]=3[O:19][CH3:20])[CH:10]=1)[C:5]([OH:7])=[O:6])=[CH:33][CH:32]=[C:31]([C:26]1[C:27]([O:29][CH3:30])=[N:28][C:23]([O:22][CH3:21])=[N:24][CH:25]=1)[CH:40]=2)=[O:42], predict the reactants needed to synthesize it. The reactants are: [NH2:1][C:2]1[CH:3]=[C:4]([CH:8]=[C:9]([C:11]2[CH:16]=[CH:15][N:14]=[C:13]([O:17][CH3:18])[C:12]=2[O:19][CH3:20])[CH:10]=1)[C:5]([OH:7])=[O:6].[CH3:21][O:22][C:23]1[N:28]=[C:27]([O:29][CH3:30])[C:26]([C:31]2[CH:40]=[C:39]3[C:34]([C:35](Cl)=[C:36]([C:41]([NH2:43])=[O:42])[CH:37]=[N:38]3)=[CH:33][CH:32]=2)=[CH:25][N:24]=1. (2) Given the product [CH2:28]([O:27][C:25]([NH:19][C@@H:6]1[C@@H:7]2[CH:13]=[CH:12][C@@H:11]([C@@H:10]3[C@H:8]2[CH2:9]3)[C@@H:5]1[C:3]([O:2][CH3:1])=[O:4])=[O:26])[C:29]1[CH:38]=[CH:37][CH:36]=[CH:35][CH:34]=1.[CH3:10][CH2:9][CH2:8][CH2:7][CH2:6][CH:5]([C:3]([O-:4])=[O:2])[CH2:11][CH:12]=[CH2:13], predict the reactants needed to synthesize it. The reactants are: [CH3:1][O:2][C:3]([CH:5]1[CH:11]2[CH:12]=[CH:13][CH:7]([CH:8]3[CH:10]2[CH2:9]3)[CH:6]1C(O)=O)=[O:4].C([N:19](CC)CC)C.Cl[C:25]([O:27][CH2:28][CH3:29])=[O:26].[N-]=[N+]=[N-].[Na+].[CH2:34](O)[C:35]1C=C[CH:38]=[CH:37][CH:36]=1. (3) Given the product [CH:1]1([C:4]2[CH:5]=[N:6][C:7]([NH:14][C:15]3[CH:16]=[C:17]4[C:21](=[C:22]([CH2:24][CH2:25][CH2:26][O:27][CH2:28][CH3:29])[CH:23]=3)[N:20]([CH3:30])[CH:19]=[CH:18]4)=[C:8]([CH:13]=2)[C:9]([OH:11])=[O:10])[CH2:2][CH2:3]1, predict the reactants needed to synthesize it. The reactants are: [CH:1]1([C:4]2[CH:5]=[N:6][C:7]([NH:14][C:15]3[CH:16]=[C:17]4[C:21](=[C:22]([CH2:24][CH2:25][CH2:26][O:27][CH2:28][CH3:29])[CH:23]=3)[N:20]([CH3:30])[CH:19]=[CH:18]4)=[C:8]([CH:13]=2)[C:9]([O:11]C)=[O:10])[CH2:3][CH2:2]1.[OH-].[Na+].Cl.